Dataset: Reaction yield outcomes from USPTO patents with 853,638 reactions. Task: Predict the reaction yield, written as a fraction of the theoretical maximum amount of product (1.0 means a 100% yield; for example, 0.34 means a 34% yield). (1) The reactants are [C:1]([CH2:3][C:4]([NH:6][C:7]1[CH:12]=[C:11]([F:13])[CH:10]=[C:9]([F:14])[CH:8]=1)=[O:5])#[N:2].CO/[CH:17]=[CH:18]/[C:19](=O)[CH3:20].N12CCN(CC1)CC2.C(OCC)(=O)C. The catalyst is COCCOCCO.O. The product is [F:14][C:9]1[CH:8]=[C:7]([N:6]2[C:19]([CH3:20])=[CH:18][CH:17]=[C:3]([C:1]#[N:2])[C:4]2=[O:5])[CH:12]=[C:11]([F:13])[CH:10]=1. The yield is 0.400. (2) The reactants are [C:1](Cl)(=[O:5])[C:2](Cl)=[O:3].ClCC(O[CH2:12][C:13]1[C:18]([Cl:19])=[CH:17][CH:16]=[CH:15][CH:14]=1)O.C(N(CC)CC)C.[N+:27]([CH2:30][CH2:31][C:32]([O:34][C:35]([CH3:38])([CH3:37])[CH3:36])=[O:33])([O-:29])=[O:28].C(Cl)[Cl:40]. The catalyst is CS(C)=O. The product is [Cl:19][C:18]1[CH:17]=[CH:16][CH:15]=[C:14]([Cl:40])[C:13]=1[CH2:12][O:3][CH2:2][CH:1]([OH:5])[CH:30]([N+:27]([O-:29])=[O:28])[CH2:31][C:32]([O:34][C:35]([CH3:38])([CH3:37])[CH3:36])=[O:33]. The yield is 0.740. (3) The reactants are [Br:1][C:2]1[CH:7]=[CH:6][C:5](O)=[CH:4][CH:3]=1.[C:9](=[O:12])([O-])[O-].[K+].[K+].[Br:15][CH2:16]CBr. The catalyst is CC(C)=O. The product is [Br:1][C:2]1[CH:7]=[CH:6][CH:5]=[C:4]([O:12][CH2:9][CH2:16][Br:15])[CH:3]=1. The yield is 0.990. (4) The reactants are [CH2:1]([N:3]1[C:12]2[C:7](=[CH:8][C:9]([NH:13][CH:14]3[CH2:22][C:21]4[C:16](=[CH:17][CH:18]=[CH:19][CH:20]=4)[CH2:15]3)=[CH:10][N:11]=2)[C:6](=[O:23])[C:5]([C:24]([O:26]CC)=[O:25])=[CH:4]1)[CH3:2].[OH-].[Na+].C(O)(=O)CC(CC(O)=O)(C(O)=O)O. The product is [CH2:1]([N:3]1[C:12]2[C:7](=[CH:8][C:9]([NH:13][CH:14]3[CH2:15][C:16]4[C:21](=[CH:20][CH:19]=[CH:18][CH:17]=4)[CH2:22]3)=[CH:10][N:11]=2)[C:6](=[O:23])[C:5]([C:24]([OH:26])=[O:25])=[CH:4]1)[CH3:2]. The catalyst is C(O)C. The yield is 0.900. (5) The reactants are Br[C:2]1[CH:7]=[CH:6][C:5]([C@H:8]2[CH2:12][CH2:11][C:10](=[N:13]O)[CH2:9]2)=[CH:4][CH:3]=1.N.CO. The catalyst is [Ni].O. The product is [C:5]1([C@H:8]2[CH2:12][CH2:11][CH:10]([NH2:13])[CH2:9]2)[CH:6]=[CH:7][CH:2]=[CH:3][CH:4]=1. The yield is 0.920. (6) The reactants are [CH3:1][C:2]1[N:7]=[C:6]([C:8]2[CH:17]=[C:16]([O:18][CH:19]3[CH2:36][CH:35]4[CH:21]([C:22](=[O:42])[N:23]([CH3:41])[CH2:24][CH2:25][CH2:26][CH2:27][CH:28]=[CH:29][CH:30]5[C:32]([C:38]([OH:40])=O)([NH:33][C:34]4=[O:37])[CH2:31]5)[CH2:20]3)[C:15]3[C:10](=[C:11]([CH3:45])[C:12]([O:43][CH3:44])=[CH:13][CH:14]=3)[N:9]=2)[CH:5]=[CH:4][CH:3]=1.C1N=CN(C(N2C=NC=C2)=O)C=1.[CH:58]1([S:61]([NH2:64])(=[O:63])=[O:62])[CH2:60][CH2:59]1.C1CCN2C(=NCCC2)CC1.C(O)(=O)CC(CC(O)=O)(C(O)=O)O. The catalyst is C1COCC1. The product is [CH3:1][C:2]1[N:7]=[C:6]([C:8]2[CH:17]=[C:16]([O:18][CH:19]3[CH2:36][CH:35]4[CH:21]([C:22](=[O:42])[N:23]([CH3:41])[CH2:24][CH2:25][CH2:26][CH2:27][CH:28]=[CH:29][CH:30]5[C:32]([C:38]([NH:64][S:61]([CH:58]6[CH2:60][CH2:59]6)(=[O:63])=[O:62])=[O:40])([NH:33][C:34]4=[O:37])[CH2:31]5)[CH2:20]3)[C:15]3[C:10](=[C:11]([CH3:45])[C:12]([O:43][CH3:44])=[CH:13][CH:14]=3)[N:9]=2)[CH:5]=[CH:4][CH:3]=1. The yield is 0.520.